From a dataset of Catalyst prediction with 721,799 reactions and 888 catalyst types from USPTO. Predict which catalyst facilitates the given reaction. (1) Reactant: Br[C:2]1[CH:3]=[N:4][CH:5]=[C:6]([CH:10]=1)[C:7]([NH2:9])=[O:8].C([Sn](CCCC)(CCCC)[C:16]([O:18]CC)=[CH2:17])CCC.Cl. Product: [C:16]([C:2]1[CH:3]=[N:4][CH:5]=[C:6]([CH:10]=1)[C:7]([NH2:9])=[O:8])(=[O:18])[CH3:17]. The catalyst class is: 747. (2) Product: [C:1]([C:3]1[CH:4]=[CH:5][C:6]([C:7]([N:9]([CH:10]2[CH2:11][CH2:12][N:13]([CH2:20][CH:21]3[CH2:23][CH2:22]3)[CH2:14][CH2:15]2)[CH3:16])=[O:8])=[CH:17][CH:18]=1)#[N:2]. The catalyst class is: 3. Reactant: [C:1]([C:3]1[CH:18]=[CH:17][C:6]([C:7]([N:9]([CH3:16])[CH:10]2[CH2:15][CH2:14][NH:13][CH2:12][CH2:11]2)=[O:8])=[CH:5][CH:4]=1)#[N:2].Br[CH2:20][CH:21]1[CH2:23][CH2:22]1.C([O-])([O-])=O.[K+].[K+]. (3) The catalyst class is: 4. Reactant: [N+:1]([C:4]1[CH:9]=[CH:8][C:7]([CH:10]2[O:16][CH2:15][C:14]3[CH:17]=[C:18]([CH2:21][OH:22])[CH:19]=[CH:20][C:13]=3[CH2:12][O:11]2)=[CH:6][CH:5]=1)([O-:3])=[O:2].C(N(C(C)C)CC)(C)C.[S:32](Cl)([CH3:35])(=[O:34])=[O:33].C(=O)(O)[O-].[Na+]. Product: [N+:1]([C:4]1[CH:5]=[CH:6][C:7]([CH:10]2[O:16][CH2:15][C:14]3[CH:17]=[C:18]([CH2:21][O:22][S:32]([CH3:35])(=[O:34])=[O:33])[CH:19]=[CH:20][C:13]=3[CH2:12][O:11]2)=[CH:8][CH:9]=1)([O-:3])=[O:2]. (4) Reactant: [Cl:1][C:2]1[N:7]=[C:6]([C:8]2[S:12][C:11]3[C:13]([O:20][CH3:21])=[CH:14][CH:15]=[C:16]([C:17]([OH:19])=O)[C:10]=3[CH:9]=2)[C:5]([Cl:22])=[CH:4][N:3]=1.C([N:26]([CH:29]([CH3:31])[CH3:30])CC)(C)C.Cl.CN(C)CCCN=C=NCC.ON1C2C=CC=CC=2N=N1.C1(N)CC1. Product: [CH:29]1([NH:26][C:17]([C:16]2[C:10]3[CH:9]=[C:8]([C:6]4[C:5]([Cl:22])=[CH:4][N:3]=[C:2]([Cl:1])[N:7]=4)[S:12][C:11]=3[C:13]([O:20][CH3:21])=[CH:14][CH:15]=2)=[O:19])[CH2:31][CH2:30]1. The catalyst class is: 4. (5) Reactant: [C:1](Cl)(Cl)=[O:2].[CH3:5][N:6]([CH3:12])[CH2:7][CH2:8][CH2:9][NH:10][CH3:11].C(N(CC)CC)C.[OH:20][C:21]1[CH:51]=[CH:50][C:24]([CH2:25][N:26]2[C:35]3[C:30](=[CH:31][C:32]([O:36][CH2:37][C:38]#[CH:39])=[CH:33][CH:34]=3)[C:29]([C:40]3[CH:45]=[CH:44][C:43]([CH:46]([CH3:48])[CH3:47])=[CH:42][CH:41]=3)=[N:28][C:27]2=[O:49])=[CH:23][CH:22]=1.N.[OH-].[Na+]. Product: [CH:46]([C:43]1[CH:44]=[CH:45][C:40]([C:29]2[C:30]3[C:35](=[CH:34][CH:33]=[C:32]([O:36][CH2:37][C:38]#[CH:39])[CH:31]=3)[N:26]([CH2:25][C:24]3[CH:23]=[CH:22][C:21]([O:20][C:1](=[O:2])[N:10]([CH2:9][CH2:8][CH2:7][N:6]([CH3:12])[CH3:5])[CH3:11])=[CH:51][CH:50]=3)[C:27](=[O:49])[N:28]=2)=[CH:41][CH:42]=1)([CH3:47])[CH3:48]. The catalyst class is: 451.